From a dataset of Full USPTO retrosynthesis dataset with 1.9M reactions from patents (1976-2016). Predict the reactants needed to synthesize the given product. Given the product [F:45][C:42]1[CH:43]=[CH:44][C:39]([C:38]#[C:37][CH2:36][O:1][C:2]2[CH:3]=[CH:4][C:5]([C:8]3[N:16]([CH2:17][O:18][CH2:19][CH2:20][Si:21]([CH3:23])([CH3:22])[CH3:24])[C:15]4[C:14](=[O:25])[N:13]([CH2:26][CH2:27][CH3:28])[CH:12]=[N:11][C:10]=4[N:9]=3)=[CH:6][CH:7]=2)=[CH:40][CH:41]=1, predict the reactants needed to synthesize it. The reactants are: [OH:1][C:2]1[CH:7]=[CH:6][C:5]([C:8]2[N:16]([CH2:17][O:18][CH2:19][CH2:20][Si:21]([CH3:24])([CH3:23])[CH3:22])[C:15]3[C:14](=[O:25])[N:13]([CH2:26][CH2:27][CH3:28])[CH:12]=[N:11][C:10]=3[N:9]=2)=[CH:4][CH:3]=1.C(=O)([O-])[O-].[K+].[K+].Br[CH2:36][C:37]#[C:38][C:39]1[CH:44]=[CH:43][C:42]([F:45])=[CH:41][CH:40]=1.